Predict the reactants needed to synthesize the given product. From a dataset of Full USPTO retrosynthesis dataset with 1.9M reactions from patents (1976-2016). (1) Given the product [NH2:27][C@H:15]([C:14](=[O:38])[NH:13][CH2:12][CH2:11][CH2:10][C@H:9]([NH:8][C:6]([O:5][C:1]([CH3:4])([CH3:3])[CH3:2])=[O:7])[CH2:39][C:40](=[O:52])[NH:41][CH2:42][CH2:43][NH:44][C:45](=[O:51])[O:46][C:47]([CH3:49])([CH3:50])[CH3:48])[CH2:16][CH2:17][CH2:18][NH:19][C:20](=[O:21])[O:22][C:23]([CH3:24])([CH3:26])[CH3:25], predict the reactants needed to synthesize it. The reactants are: [C:1]([O:5][C:6]([NH:8][C@H:9]([CH2:39][C:40](=[O:52])[NH:41][CH2:42][CH2:43][NH:44][C:45](=[O:51])[O:46][C:47]([CH3:50])([CH3:49])[CH3:48])[CH2:10][CH2:11][CH2:12][NH:13][C:14](=[O:38])[C@@H:15]([NH:27]C(=O)OCC1C=CC=CC=1)[CH2:16][CH2:17][CH2:18][NH:19][C:20]([O:22][C:23]([CH3:26])([CH3:25])[CH3:24])=[O:21])=[O:7])([CH3:4])([CH3:3])[CH3:2]. (2) Given the product [Cl:1][C:2]1[CH:3]=[C:4]2[C:8](=[CH:9][N:10]=1)[N:11]([CH3:12])[C:15](=[O:26])[C:16]([C:17]([O:19][CH3:20])=[O:18])=[C:5]2[OH:7], predict the reactants needed to synthesize it. The reactants are: [Cl:1][C:2]1[CH:3]=[C:4]([C:8]([NH:11][CH3:12])=[CH:9][N:10]=1)[C:5]([OH:7])=O.ClC1[CH:15]=[C:16](C(NC)=CN=1)[C:17]([O:19][CH3:20])=[O:18].[OH-:26].[Na+].